Predict hERG channel inhibition at various concentrations. From a dataset of hERG Central: cardiac toxicity at 1µM, 10µM, and general inhibition. (1) The drug is C/C(=N/N1CCN(Cc2cccc3ccccc23)CC1)c1cccnc1. Results: hERG_inhib (hERG inhibition (general)): blocker. (2) The molecule is CN1CCN(c2ccccc2NC(=O)c2ccc(Br)o2)CC1. Results: hERG_inhib (hERG inhibition (general)): blocker.